From a dataset of Forward reaction prediction with 1.9M reactions from USPTO patents (1976-2016). Predict the product of the given reaction. (1) Given the reactants [NH2:1][C:2]1[CH:3]=[C:4]([C:8]2[C:16]3[C:11](=[CH:12][CH:13]=[C:14]([C:17]#[N:18])[CH:15]=3)[N:10](C3CCCCO3)[N:9]=2)[CH:5]=[CH:6][CH:7]=1.C[O:26]CC(Cl)=O.C(N(CC)CC)C, predict the reaction product. The product is: [NH2:1][C:2]1[CH:3]=[C:4]([C:8]2[C:16]3[C:11](=[CH:12][CH:13]=[C:14]([C:17]([NH2:18])=[O:26])[CH:15]=3)[NH:10][N:9]=2)[CH:5]=[CH:6][CH:7]=1. (2) Given the reactants [H][H].F[C:4](F)(F)[C:5]([OH:7])=O.[C:10]([OH:22])(=O)[CH2:11][CH2:12][CH2:13][CH2:14][CH2:15][CH2:16][CH2:17][CH2:18][CH:19]=[CH2:20].F[P-](F)(F)(F)(F)F.[N:30]1(O[P+](N(C)C)(N(C)C)N(C)C)[C:34]2C=CC=[CH:38][C:33]=2[N:32]=N1.CN(C=[O:54])C, predict the reaction product. The product is: [C:10]([NH:32][CH:33]1[CH2:38][CH2:4][C:5](=[O:7])[NH:30][C:34]1=[O:54])(=[O:22])[CH2:11][CH2:12][CH2:13][CH2:14][CH2:15][CH2:16][CH2:17][CH2:18][CH:19]=[CH2:20]. (3) Given the reactants C(OC([N:8]1[CH2:13][CH2:12][N:11]([C:14]2[C:15]3[C:29](Br)=[CH:28][N:27]=[CH:26][C:16]=3[N:17]=[C:18]([N:20]3[CH2:25][CH2:24][O:23][CH2:22][CH2:21]3)[N:19]=2)[CH2:10][C@@H:9]1[CH2:31][C:32]1[CH:37]=[CH:36][CH:35]=[CH:34][CH:33]=1)=O)(C)(C)C.[CH:38]1(B(O)O)[CH2:40][CH2:39]1, predict the reaction product. The product is: [CH2:31]([C@@H:9]1[NH:8][CH2:13][CH2:12][N:11]([C:14]2[C:15]3[C:29]([CH:38]4[CH2:40][CH2:39]4)=[CH:28][N:27]=[CH:26][C:16]=3[N:17]=[C:18]([N:20]3[CH2:25][CH2:24][O:23][CH2:22][CH2:21]3)[N:19]=2)[CH2:10]1)[C:32]1[CH:37]=[CH:36][CH:35]=[CH:34][CH:33]=1. (4) Given the reactants C([Si](C)(C)[O:6][CH2:7][CH2:8][O:9][C:10]1[C:15]([CH3:16])=[CH:14][C:13]([C:17]2[NH:18][C:19](=[O:29])[C:20]3[C:26]([CH3:27])=[CH:25][C:24]([CH3:28])=[N:23][C:21]=3[N:22]=2)=[CH:12][C:11]=1[CH3:30])(C)(C)C.CCCC[N+](CCCC)(CCCC)CCCC.[F-], predict the reaction product. The product is: [OH:6][CH2:7][CH2:8][O:9][C:10]1[C:11]([CH3:30])=[CH:12][C:13]([C:17]2[NH:18][C:19](=[O:29])[C:20]3[C:26]([CH3:27])=[CH:25][C:24]([CH3:28])=[N:23][C:21]=3[N:22]=2)=[CH:14][C:15]=1[CH3:16]. (5) Given the reactants [F:1][C:2]([F:6])([F:5])[CH2:3][NH2:4].[Cl:7][CH2:8][CH2:9][N:10]=[C:11]=[O:12], predict the reaction product. The product is: [Cl:7][CH2:8][CH2:9][NH:10][C:11]([NH:4][CH2:3][C:2]([F:6])([F:5])[F:1])=[O:12]. (6) The product is: [OH:16][CH2:15][C:3]1([CH2:2][O:1][C:33](=[S:34])[NH:32][C:28]2[CH:29]=[CH:30][CH:31]=[C:26]([C:25]([F:24])([F:35])[F:36])[CH:27]=2)[CH2:9][CH2:8][O:7][C:6]2[CH:10]=[CH:11][CH:12]=[CH:13][C:5]=2[C:4]1=[O:14]. Given the reactants [OH:1][CH2:2][C:3]1([CH2:15][OH:16])[CH2:9][CH2:8][O:7][C:6]2[CH:10]=[CH:11][CH:12]=[CH:13][C:5]=2[C:4]1=[O:14].C(N(CC)CC)C.[F:24][C:25]([F:36])([F:35])[C:26]1[CH:27]=[C:28]([N:32]=[C:33]=[S:34])[CH:29]=[CH:30][CH:31]=1, predict the reaction product. (7) Given the reactants C(OC([N:8]1[CH2:13][CH2:12][CH:11]([CH2:14][O:15][C:16]2[CH:25]=[C:24]3[C:19]([C:20]([NH:26][C:27]4[C:32]([Cl:33])=[CH:31][CH:30]=[C:29]5[O:34][CH2:35][O:36][C:28]=45)=[N:21][CH:22]=[N:23]3)=[CH:18][C:17]=2[O:37][CH3:38])[CH2:10][CH2:9]1)=O)(C)(C)C.FC(F)(F)C(O)=O, predict the reaction product. The product is: [ClH:33].[ClH:33].[Cl:33][C:32]1[C:27]([NH:26][C:20]2[C:19]3[C:24](=[CH:25][C:16]([O:15][CH2:14][CH:11]4[CH2:10][CH2:9][NH:8][CH2:13][CH2:12]4)=[C:17]([O:37][CH3:38])[CH:18]=3)[N:23]=[CH:22][N:21]=2)=[C:28]2[O:36][CH2:35][O:34][C:29]2=[CH:30][CH:31]=1. (8) Given the reactants [Cl:1][C:2]1[CH:3]=[C:4]([NH:9][C:10]2[C:11]3[C:18]4[CH2:19][NH:20][CH2:21][C:17]=4[S:16][C:12]=3[N:13]=[CH:14][N:15]=2)[CH:5]=[CH:6][C:7]=1[Cl:8].Cl.[CH3:23][N:24]([CH:31]([CH3:33])[CH3:32])[CH2:25]/[CH:26]=[CH:27]/[C:28](O)=[O:29], predict the reaction product. The product is: [Cl:1][C:2]1[CH:3]=[C:4]([NH:9][C:10]2[C:11]3[C:18]4[CH2:19][N:20]([C:28](=[O:29])/[CH:27]=[CH:26]/[CH2:25][N:24]([CH:31]([CH3:33])[CH3:32])[CH3:23])[CH2:21][C:17]=4[S:16][C:12]=3[N:13]=[CH:14][N:15]=2)[CH:5]=[CH:6][C:7]=1[Cl:8]. (9) Given the reactants [CH3:1][C:2]1([C:15]([O:17]C)=[O:16])[CH2:7][CH2:6][N:5]([C:8]([O:10][C:11]([CH3:14])([CH3:13])[CH3:12])=[O:9])[CH2:4][CH2:3]1.[OH-].[Na+], predict the reaction product. The product is: [CH3:14][C:11]([O:10][C:8]([N:5]1[CH2:6][CH2:7][C:2]([CH3:1])([C:15]([OH:17])=[O:16])[CH2:3][CH2:4]1)=[O:9])([CH3:12])[CH3:13]. (10) Given the reactants C(OC(=O)[NH:7][CH2:8][C:9](=[O:38])[NH:10][CH2:11][C:12]1[CH:17]=[CH:16][C:15]([CH2:18][N:19]2[CH2:23][C:22](=[O:24])[N:21](CC3C=CC(OC)=CC=3OC)[S:20]2(=[O:37])=[O:36])=[CH:14][CH:13]=1)(C)(C)C, predict the reaction product. The product is: [NH2:7][CH2:8][C:9]([NH:10][CH2:11][C:12]1[CH:17]=[CH:16][C:15]([CH2:18][N:19]2[CH2:23][C:22](=[O:24])[NH:21][S:20]2(=[O:36])=[O:37])=[CH:14][CH:13]=1)=[O:38].